From a dataset of Peptide-MHC class I binding affinity with 185,985 pairs from IEDB/IMGT. Regression. Given a peptide amino acid sequence and an MHC pseudo amino acid sequence, predict their binding affinity value. This is MHC class I binding data. (1) The peptide sequence is RVRAYTYSK. The MHC is HLA-B39:01 with pseudo-sequence HLA-B39:01. The binding affinity (normalized) is 0.213. (2) The binding affinity (normalized) is 0.0847. The peptide sequence is GPRGRHVVL. The MHC is HLA-B15:09 with pseudo-sequence HLA-B15:09. (3) The peptide sequence is EVATRFNTM. The MHC is HLA-A26:03 with pseudo-sequence HLA-A26:03. The binding affinity (normalized) is 0.936. (4) The peptide sequence is VMLLVLCAV. The MHC is HLA-A02:06 with pseudo-sequence HLA-A02:06. The binding affinity (normalized) is 0.767. (5) The peptide sequence is QNGALAINTF. The MHC is HLA-A33:01 with pseudo-sequence HLA-A33:01. The binding affinity (normalized) is 0. (6) The peptide sequence is SEIDLILGY. The MHC is Patr-A0401 with pseudo-sequence Patr-A0401. The binding affinity (normalized) is 0.0939. (7) The peptide sequence is LQYGWSYFHEA. The MHC is Mamu-A07 with pseudo-sequence Mamu-A07. The binding affinity (normalized) is 0. (8) The peptide sequence is ITKGLGISYGR. The MHC is HLA-B07:02 with pseudo-sequence HLA-B07:02. The binding affinity (normalized) is 0. (9) The peptide sequence is LEYGANYFL. The MHC is HLA-B07:02 with pseudo-sequence HLA-B07:02. The binding affinity (normalized) is 0.0847.